Dataset: NCI-60 drug combinations with 297,098 pairs across 59 cell lines. Task: Regression. Given two drug SMILES strings and cell line genomic features, predict the synergy score measuring deviation from expected non-interaction effect. Synergy scores: CSS=32.1, Synergy_ZIP=-4.19, Synergy_Bliss=0.420, Synergy_Loewe=-14.0, Synergy_HSA=1.09. Drug 2: C1=NC2=C(N=C(N=C2N1C3C(C(C(O3)CO)O)O)F)N. Cell line: MDA-MB-435. Drug 1: C1C(C(OC1N2C=NC3=C(N=C(N=C32)Cl)N)CO)O.